From a dataset of Peptide-MHC class II binding affinity with 134,281 pairs from IEDB. Regression. Given a peptide amino acid sequence and an MHC pseudo amino acid sequence, predict their binding affinity value. This is MHC class II binding data. (1) The peptide sequence is GVWTFDSEEPLQGPF. The MHC is HLA-DPA10103-DPB10301 with pseudo-sequence HLA-DPA10103-DPB10301. The binding affinity (normalized) is 0.124. (2) The peptide sequence is HFFIGDFFVDHYYSE. The MHC is HLA-DPA10301-DPB10402 with pseudo-sequence HLA-DPA10301-DPB10402. The binding affinity (normalized) is 0.334. (3) The peptide sequence is VIPEGWKADTCYESK. The MHC is HLA-DPA10201-DPB11401 with pseudo-sequence HLA-DPA10201-DPB11401. The binding affinity (normalized) is 0.